From a dataset of Reaction yield outcomes from USPTO patents with 853,638 reactions. Predict the reaction yield, written as a fraction of the theoretical maximum amount of product (1.0 means a 100% yield; for example, 0.34 means a 34% yield). (1) The product is [Cl:20][C:10]1[C:11]2[CH:16]=[CH:15][S:14][C:12]=2[N:13]=[C:8]([C:3]2[CH:4]=[CH:5][CH:6]=[CH:7][C:2]=2[F:1])[N:9]=1. The reactants are [F:1][C:2]1[CH:7]=[CH:6][CH:5]=[CH:4][C:3]=1[C:8]1[NH:9][C:10](=O)[C:11]2[CH:16]=[CH:15][S:14][C:12]=2[N:13]=1.S(Cl)([Cl:20])=O.CN(C)C=O. The catalyst is C(Cl)(Cl)Cl. The yield is 0.450. (2) The yield is 0.620. The catalyst is C(O)(=O)C.O. The reactants are [CH3:1][C:2]1[CH:7]=[CH:6][CH:5]=[C:4]([O:8][CH3:9])[C:3]=1[O:10][CH3:11].[Cl:12]CCOCCCl. The product is [CH3:11][O:10][C:3]1[C:4]([O:8][CH3:9])=[CH:5][CH:6]=[C:7]([Cl:12])[C:2]=1[CH3:1]. (3) The reactants are Cl[S:2]([C:5]1[CH:6]=[C:7]2[C:11](=[CH:12][CH:13]=1)[NH:10][C:9](=[O:14])[CH2:8]2)(=[O:4])=[O:3].[F:15][C:16]1[CH:23]=[CH:22][C:19]([CH2:20][NH2:21])=[CH:18][CH:17]=1.N1C=CC=CC=1. The catalyst is ClCCl. The product is [F:15][C:16]1[CH:23]=[CH:22][C:19]([CH2:20][NH:21][S:2]([C:5]2[CH:6]=[C:7]3[C:11](=[CH:12][CH:13]=2)[NH:10][C:9](=[O:14])[CH2:8]3)(=[O:4])=[O:3])=[CH:18][CH:17]=1. The yield is 0.840. (4) The reactants are CC1(C)COB([C:8]2[CH:13]=[CH:12][C:11]([C:14]3([OH:18])[CH2:17][CH2:16][CH2:15]3)=[C:10]([O:19][CH3:20])[CH:9]=2)OC1.Br[C:23]1[CH:24]=[C:25]2[C:29](=[CH:30][C:31]=1[Cl:32])[NH:28][N:27]=[C:26]2[C:33]([OH:35])=[O:34].C(=O)([O-])[O-].[K+].[K+].OS([O-])(=O)=O.[Na+]. The catalyst is C(OCC)(=O)C.CS(C)=O.C1C=CC(P(C2C=CC=CC=2)[C-]2C=CC=C2)=CC=1.C1C=CC(P(C2C=CC=CC=2)[C-]2C=CC=C2)=CC=1.Cl[Pd]Cl.[Fe+2].CCO.C1COCC1.C1(C)C=CC=CC=1. The product is [Cl:32][C:31]1[CH:30]=[C:29]2[C:25]([C:26]([C:33]([OH:35])=[O:34])=[N:27][NH:28]2)=[CH:24][C:23]=1[C:8]1[CH:13]=[CH:12][C:11]([C:14]2([OH:18])[CH2:15][CH2:16][CH2:17]2)=[C:10]([O:19][CH3:20])[CH:9]=1. The yield is 0.100. (5) The reactants are [CH3:1][O:2][P:3]([CH:7]([O:12][CH3:13])[C:8]([O:10]C)=[O:9])([O:5][CH3:6])=[O:4].[OH-].[Na+].Cl. The catalyst is CO.C1COCC1.C(Cl)Cl. The product is [CH3:1][O:2][P:3]([CH:7]([O:12][CH3:13])[C:8]([OH:10])=[O:9])([O:5][CH3:6])=[O:4]. The yield is 0.890.